This data is from Reaction yield outcomes from USPTO patents with 853,638 reactions. The task is: Predict the reaction yield, written as a fraction of the theoretical maximum amount of product (1.0 means a 100% yield; for example, 0.34 means a 34% yield). (1) The reactants are Cl[C:2]1[N:3]=[CH:4][C:5]2[C:10]([CH:11]=1)=[CH:9][CH:8]=[CH:7][C:6]=2[C:12]([O:14][CH3:15])=[O:13].C1(C2C=CC=CC=2)C=CC=CC=1P(C1CCCCC1)C1CCCCC1.[Li+].C[Si]([N-:46][Si](C)(C)C)(C)C.Cl. The catalyst is C1C=CC(/C=C/C(/C=C/C2C=CC=CC=2)=O)=CC=1.C1C=CC(/C=C/C(/C=C/C2C=CC=CC=2)=O)=CC=1.C1C=CC(/C=C/C(/C=C/C2C=CC=CC=2)=O)=CC=1.[Pd].[Pd].C1COCC1. The product is [NH2:46][C:2]1[N:3]=[CH:4][C:5]2[C:10]([CH:11]=1)=[CH:9][CH:8]=[CH:7][C:6]=2[C:12]([O:14][CH3:15])=[O:13]. The yield is 0.900. (2) The reactants are [NH2:1][C:2]1[CH:10]=[N:9][CH:8]=[C:7]([O:11][CH3:12])[C:3]=1[C:4]([NH2:6])=[O:5].[C:13](=S)=[S:14].C1CCN2C(=NCCC2)CC1. The catalyst is CN(C=O)C.Cl. The product is [SH:14][C:13]1[NH:6][C:4](=[O:5])[C:3]2[C:7]([O:11][CH3:12])=[CH:8][N:9]=[CH:10][C:2]=2[N:1]=1. The yield is 0.650. (3) The reactants are [BH4-].[Na+].[CH3:15][C:14]([O:13][C:11](O[C:11]([O:13][C:14]([CH3:17])([CH3:16])[CH3:15])=[O:12])=[O:12])([CH3:17])[CH3:16].[Br:18][C:19]1[CH:20]=[CH:21][C:22]([O:27][CH3:28])=[C:23]([CH:26]=1)[C:24]#[N:25]. The catalyst is CCO.Cl[Ni]Cl. The product is [Br:18][C:19]1[CH:20]=[CH:21][C:22]([O:27][CH3:28])=[C:23]([CH2:24][NH:25][C:11](=[O:12])[O:13][C:14]([CH3:15])([CH3:16])[CH3:17])[CH:26]=1. The yield is 0.250. (4) The reactants are [CH3:1][C:2]([C:4]1[C:9]([OH:10])=[C:8]([O:11][CH3:12])[C:7]2[O:13][CH:14]=[CH:15][C:6]=2[C:5]=1[O:16][CH3:17])=[O:3].C([O-])([O-])=O.[K+].[K+].[Br:24][CH2:25][CH2:26][CH2:27]Br. No catalyst specified. The product is [C:2]([C:4]1[C:9]([O:10][CH2:27][CH2:26][CH2:25][Br:24])=[C:8]([O:11][CH3:12])[C:7]2[O:13][CH:14]=[CH:15][C:6]=2[C:5]=1[O:16][CH3:17])(=[O:3])[CH3:1]. The yield is 0.880. (5) The catalyst is CN(C1C=CN=CC=1)C.ClCCl.ClCCl.C(O)C.CO. The yield is 0.930. The product is [O:45]=[C:44]([CH3:46])[CH2:43][CH2:42][C:41]([O:26][C@H:13]1[CH2:14][C@H:15]([N:17]2[CH:22]=[C:21]([CH3:23])[C:20](=[O:24])[NH:19][C:18]2=[O:25])[O:16][C@@H:12]1[CH2:11][OH:10])=[O:47]. The reactants are COC1C=CC(C(C2C=CC(OC)=CC=2)(C2C=CC=CC=2)[O:10][CH2:11][C@H:12]2[O:16][C@@H:15]([N:17]3[CH:22]=[C:21]([CH3:23])[C:20](=[O:24])[NH:19][C:18]3=[O:25])[CH2:14][C@@H:13]2[OH:26])=CC=1.[C:41](O)(=[O:47])[CH2:42][CH2:43][C:44]([CH3:46])=[O:45].Cl.C(N=C=NCCCN(C)C)C.C1(C)C=CC(S(O)(=O)=O)=CC=1.P([O-])([O-])([O-])=O. (6) The reactants are [CH2:1]([N:3](S(F)(F)F)[CH2:4][CH3:5])[CH3:2].[FH:10].[N:11]1[CH:16]=CC=CC=1.C(N1[CH2:24][CH2:23][N:22]([C:25]2[C:34]3[C:29](=[CH:30][CH:31]=[CH:32][CH:33]=3)[CH:28]=[C:27]([C:35]3[CH:40]=[CH:39][C:38]([CH2:41][CH2:42][CH2:43]O)=CN=3)[N:26]=2)CC1)C. The catalyst is C(Cl)Cl. The product is [CH2:1]([N:3]1[CH2:24][CH2:23][N:22]([C:25]2[C:34]3[C:29](=[CH:30][CH:31]=[CH:32][CH:33]=3)[CH:28]=[C:27]([C:35]3[CH:40]=[CH:39][C:38]([CH2:41][CH2:42][CH2:43][F:10])=[N:11][CH:16]=3)[N:26]=2)[CH2:5][CH2:4]1)[CH3:2]. The yield is 0.0500. (7) The reactants are [CH3:1][C:2]1([CH3:18])[CH2:7][C:6](=[O:8])[CH:5]=[C:4]([C:9]2[CH:14]=[CH:13][N:12]=[CH:11][C:10]=2[N+:15]([O-:17])=[O:16])[CH2:3]1.[BH4-].[Na+]. The catalyst is CO. The product is [CH3:1][C:2]1([CH3:18])[CH2:7][CH:6]([OH:8])[CH:5]=[C:4]([C:9]2[CH:14]=[CH:13][N:12]=[CH:11][C:10]=2[N+:15]([O-:17])=[O:16])[CH2:3]1. The yield is 0.740. (8) The reactants are [Br:1][C:2]1[CH:7]=[CH:6][C:5]([Cl:8])=[C:4]([CH2:9][C:10]2[CH:15]=[CH:14][C:13]([O:16]C)=[CH:12][CH:11]=2)[CH:3]=1.B(Br)(Br)Br. The catalyst is ClCCl. The product is [Br:1][C:2]1[CH:7]=[CH:6][C:5]([Cl:8])=[C:4]([CH:3]=1)[CH2:9][C:10]1[CH:15]=[CH:14][C:13]([OH:16])=[CH:12][CH:11]=1. The yield is 0.990. (9) The reactants are [F:1][C:2]1[CH:27]=[CH:26][C:5]([CH2:6][NH:7][C:8](=[O:25])[C:9]2[CH:14]=[CH:13][CH:12]=[C:11]([C:15]([N:17]3CCS[C:18]3=S)=[O:16])[C:10]=2[O:23][CH3:24])=[CH:4][CH:3]=1.CN. The product is [F:1][C:2]1[CH:3]=[CH:4][C:5]([CH2:6][NH:7][C:8](=[O:25])[C:9]2[CH:14]=[CH:13][CH:12]=[C:11]([C:15]([NH:17][CH3:18])=[O:16])[C:10]=2[O:23][CH3:24])=[CH:26][CH:27]=1. The yield is 0.760. The catalyst is C(Cl)Cl.